From a dataset of Catalyst prediction with 721,799 reactions and 888 catalyst types from USPTO. Predict which catalyst facilitates the given reaction. (1) Reactant: [CH:1]1([S:4]([C:7]2[CH:12]=[CH:11][C:10]([CH:13]([C:21]3[NH:25][C:24]([C:26]4[S:30][C:29]([CH:31]=O)=[N:28][N:27]=4)=[CH:23][CH:22]=3)[CH2:14][CH:15]3[CH2:20][CH2:19][O:18][CH2:17][CH2:16]3)=[CH:9][CH:8]=2)(=[O:6])=[O:5])[CH2:3][CH2:2]1.[NH:33]1[CH2:38][CH2:37][O:36][CH2:35][CH2:34]1.C(O[BH-](OC(=O)C)OC(=O)C)(=O)C.[Na+].C(=O)([O-])O.[Na+]. Product: [CH:1]1([S:4]([C:7]2[CH:12]=[CH:11][C:10]([CH:13]([C:21]3[NH:25][C:24]([C:26]4[S:30][C:29]([CH2:31][N:33]5[CH2:38][CH2:37][O:36][CH2:35][CH2:34]5)=[N:28][N:27]=4)=[CH:23][CH:22]=3)[CH2:14][CH:15]3[CH2:20][CH2:19][O:18][CH2:17][CH2:16]3)=[CH:9][CH:8]=2)(=[O:5])=[O:6])[CH2:3][CH2:2]1. The catalyst class is: 571. (2) Product: [N+:12]([C:11]1[CH:10]=[C:9]2[C:4]([C:5](=[O:21])[N:6]([NH:16][S:17]([CH3:20])(=[O:19])=[O:18])[C:7](=[O:15])[NH:8]2)=[CH:3][C:2]=1[N:31]1[CH:32]=[C:28]([C:22]2[CH:27]=[CH:26][CH:25]=[CH:24][CH:23]=2)[N:29]=[CH:30]1)([O-:14])=[O:13]. Reactant: F[C:2]1[CH:3]=[C:4]2[C:9](=[CH:10][C:11]=1[N+:12]([O-:14])=[O:13])[NH:8][C:7](=[O:15])[N:6]([NH:16][S:17]([CH3:20])(=[O:19])=[O:18])[C:5]2=[O:21].[C:22]1([C:28]2[N:29]=[CH:30][NH:31][CH:32]=2)[CH:27]=[CH:26][CH:25]=[CH:24][CH:23]=1.CS(C)=O.C(OCC)(=O)C. The catalyst class is: 6. (3) Reactant: [CH:1]([C:3]1[CH:8]=[CH:7][C:6]([C:9]2[N:14]=[CH:13][N:12]=[C:11]([NH:15][C@H:16]([C:24]([O:26][CH3:27])=[O:25])[CH2:17][C:18]3[CH:23]=[CH:22][CH:21]=[CH:20][CH:19]=3)[CH:10]=2)=[CH:5][CH:4]=1)=O.[NH2:28][C:29]1[CH:34]=[CH:33][CH:32]=[CH:31][CH:30]=1.S([O-])([O-])(=O)=O.[Na+].[Na+].C(O[BH-](OC(=O)C)OC(=O)C)(=O)C.[Na+]. Product: [NH:28]([CH2:1][C:3]1[CH:4]=[CH:5][C:6]([C:9]2[N:14]=[CH:13][N:12]=[C:11]([NH:15][C@H:16]([C:24]([O:26][CH3:27])=[O:25])[CH2:17][C:18]3[CH:19]=[CH:20][CH:21]=[CH:22][CH:23]=3)[CH:10]=2)=[CH:7][CH:8]=1)[C:29]1[CH:34]=[CH:33][CH:32]=[CH:31][CH:30]=1. The catalyst class is: 15. (4) Reactant: CON(C)[C:4]([C@@H:6]1[CH2:11][CH2:10][CH2:9][N:8]([C:12]([O:14][C:15]([CH3:18])([CH3:17])[CH3:16])=[O:13])[CH2:7]1)=[O:5].[F:20][C:21]1[CH:22]=[C:23]([CH:32]=[CH:33][CH:34]=1)[O:24][C:25]1[CH:30]=[CH:29][CH:28]=[CH:27][C:26]=1[Li]. Product: [C:15]([O:14][C:12]([N:8]1[CH2:9][CH2:10][CH2:11][C@@H:6]([C:4](=[O:5])[C:26]2[CH:27]=[CH:28][CH:29]=[CH:30][C:25]=2[O:24][C:23]2[CH:32]=[CH:33][CH:34]=[C:21]([F:20])[CH:22]=2)[CH2:7]1)=[O:13])([CH3:16])([CH3:17])[CH3:18]. The catalyst class is: 1.